Predict the reactants needed to synthesize the given product. From a dataset of Full USPTO retrosynthesis dataset with 1.9M reactions from patents (1976-2016). (1) Given the product [CH3:19][O:18][C:15]1[CH:16]=[CH:17][C:12]([C:10](=[O:11])[CH2:9][CH2:8][N:34]2[CH2:35][CH2:36][CH:31]([C:27]3[CH:26]=[C:25]([NH:24][C:22](=[O:23])[CH:21]([CH3:20])[CH3:37])[CH:30]=[CH:29][CH:28]=3)[CH2:32][CH2:33]2)=[CH:13][CH:14]=1, predict the reactants needed to synthesize it. The reactants are: C([O-])([O-])=O.[K+].[K+].Cl[CH2:8][CH2:9][C:10]([C:12]1[CH:17]=[CH:16][C:15]([O:18][CH3:19])=[CH:14][CH:13]=1)=[O:11].[CH3:20][CH:21]([CH3:37])[C:22]([NH:24][C:25]1[CH:30]=[CH:29][CH:28]=[C:27]([CH:31]2[CH2:36][CH2:35][NH:34][CH2:33][CH2:32]2)[CH:26]=1)=[O:23]. (2) The reactants are: [Cl:1][C:2]1[CH:7]=[CH:6][C:5]([C:8]2([CH3:41])[C:12]([C:14]3[CH:19]=[CH:18][C:17]([Cl:20])=[CH:16][CH:15]=3)([CH3:13])[N:11]([C:21](Cl)=[O:22])[C:10]([C:24]3[CH:29]=[C:28]([S:30]([N:33]4[CH2:37][CH2:36][CH2:35][CH2:34]4)(=[O:32])=[O:31])[CH:27]=[CH:26][C:25]=3[O:38][CH2:39][CH3:40])=[N:9]2)=[CH:4][CH:3]=1.Cl.Cl.[CH3:44][S:45]([CH2:48][CH2:49][CH2:50][N:51]1[CH2:56][CH2:55][NH:54][CH2:53][CH2:52]1)(=[O:47])=[O:46]. Given the product [Cl:1][C:2]1[CH:3]=[CH:4][C:5]([C@@:8]2([CH3:41])[C@:12]([C:14]3[CH:19]=[CH:18][C:17]([Cl:20])=[CH:16][CH:15]=3)([CH3:13])[N:11]([C:21]([N:54]3[CH2:55][CH2:56][N:51]([CH2:50][CH2:49][CH2:48][S:45]([CH3:44])(=[O:46])=[O:47])[CH2:52][CH2:53]3)=[O:22])[C:10]([C:24]3[CH:29]=[C:28]([S:30]([N:33]4[CH2:34][CH2:35][CH2:36][CH2:37]4)(=[O:31])=[O:32])[CH:27]=[CH:26][C:25]=3[O:38][CH2:39][CH3:40])=[N:9]2)=[CH:6][CH:7]=1, predict the reactants needed to synthesize it. (3) Given the product [Cl:1][C:2]1[CH:3]=[CH:4][C:5]([C:8]2[S:12](=[O:14])(=[O:13])[NH:11][C:10]([CH3:16])([CH3:15])[C:9]=2[CH2:17][NH:19][CH2:20][CH3:21])=[CH:6][CH:7]=1, predict the reactants needed to synthesize it. The reactants are: [Cl:1][C:2]1[CH:7]=[CH:6][C:5]([C:8]2[S:12](=[O:14])(=[O:13])[NH:11][C:10]([CH3:16])([CH3:15])[C:9]=2[CH3:17])=[CH:4][CH:3]=1.Br[N:19]1C(=O)C[CH2:21][C:20]1=O.N(C(C)(C)C#N)=NC(C)(C)C#N.C(N)C. (4) Given the product [CH3:1][O:2][C:3](=[O:36])[C@@H:4]([NH:14][C:15]([C:17]1[C:18]([CH3:35])=[N:19][C:20]([NH:24][CH2:25][CH2:26][CH2:27][C:28]2[CH:33]=[CH:32][C:31]([OH:34])=[CH:30][CH:29]=2)=[N:21][C:22]=1[CH3:23])=[O:16])[CH2:5][NH:6][C:7]([C:9]1[S:10][CH:11]=[CH:12][CH:13]=1)=[O:8], predict the reactants needed to synthesize it. The reactants are: [CH3:1][O:2][C:3](=[O:36])[C@@H:4]([NH:14][C:15]([C:17]1[C:18]([CH3:35])=[N:19][C:20]([NH:24][CH2:25][C:26]#[C:27][C:28]2[CH:33]=[CH:32][C:31]([OH:34])=[CH:30][CH:29]=2)=[N:21][C:22]=1[CH3:23])=[O:16])[CH2:5][NH:6][C:7]([C:9]1[S:10][CH:11]=[CH:12][CH:13]=1)=[O:8].